This data is from NCI-60 drug combinations with 297,098 pairs across 59 cell lines. The task is: Regression. Given two drug SMILES strings and cell line genomic features, predict the synergy score measuring deviation from expected non-interaction effect. Drug 1: CC12CCC(CC1=CCC3C2CCC4(C3CC=C4C5=CN=CC=C5)C)O. Drug 2: CC1C(C(CC(O1)OC2CC(CC3=C2C(=C4C(=C3O)C(=O)C5=CC=CC=C5C4=O)O)(C(=O)C)O)N)O. Cell line: OVCAR-8. Synergy scores: CSS=35.5, Synergy_ZIP=0.230, Synergy_Bliss=1.10, Synergy_Loewe=-18.2, Synergy_HSA=1.64.